From a dataset of Peptide-MHC class II binding affinity with 134,281 pairs from IEDB. Regression. Given a peptide amino acid sequence and an MHC pseudo amino acid sequence, predict their binding affinity value. This is MHC class II binding data. (1) The peptide sequence is NPRDAKACVVHGSDLK. The MHC is HLA-DQA10301-DQB10302 with pseudo-sequence HLA-DQA10301-DQB10302. The binding affinity (normalized) is 0.173. (2) The peptide sequence is HKKYFAATQFEPLAA. The MHC is HLA-DPA10301-DPB10402 with pseudo-sequence HLA-DPA10301-DPB10402. The binding affinity (normalized) is 0.973. (3) The peptide sequence is MEKNVTVTHAQDILEKT. The MHC is DRB1_1501 with pseudo-sequence DRB1_1501. The binding affinity (normalized) is 0.0857. (4) The peptide sequence is TKETETEAPAAPAEG. The MHC is HLA-DPA10201-DPB10101 with pseudo-sequence HLA-DPA10201-DPB10101. The binding affinity (normalized) is 0.0732. (5) The peptide sequence is GPVFTFLAYLVLDPL. The MHC is DRB4_0101 with pseudo-sequence DRB4_0103. The binding affinity (normalized) is 0.454. (6) The binding affinity (normalized) is 0.422. The peptide sequence is AAATYGTTVYGAFAA. The MHC is HLA-DPA10103-DPB10601 with pseudo-sequence HLA-DPA10103-DPB10601. (7) The peptide sequence is EGHLRFLKNIILPVY. The MHC is HLA-DPA10201-DPB10101 with pseudo-sequence HLA-DPA10201-DPB10101. The binding affinity (normalized) is 0.417. (8) The peptide sequence is VDSGAQLGELYYAIH. The MHC is DRB1_0901 with pseudo-sequence DRB1_0901. The binding affinity (normalized) is 0.431. (9) The peptide sequence is QGQMVHQAISPRTLN. The MHC is DRB1_1302 with pseudo-sequence DRB1_1302. The binding affinity (normalized) is 0.444.